From a dataset of Forward reaction prediction with 1.9M reactions from USPTO patents (1976-2016). Predict the product of the given reaction. Given the reactants [CH2:1]([NH:5][C:6]1[N:14]=[C:13]2[C:9]([N:10]=[C:11]([O:25]C)[N:12]2[CH2:15][CH2:16][CH2:17][CH2:18][CH:19]2[CH2:24][CH2:23][CH2:22][O:21][CH2:20]2)=[C:8]([NH2:27])[N:7]=1)[CH2:2][CH2:3][CH3:4].Cl.O1CCOCC1.[OH-].[Na+], predict the reaction product. The product is: [NH2:27][C:8]1[N:7]=[C:6]([NH:5][CH2:1][CH2:2][CH2:3][CH3:4])[N:14]=[C:13]2[C:9]=1[NH:10][C:11](=[O:25])[N:12]2[CH2:15][CH2:16][CH2:17][CH2:18][CH:19]1[CH2:24][CH2:23][CH2:22][O:21][CH2:20]1.